From a dataset of Full USPTO retrosynthesis dataset with 1.9M reactions from patents (1976-2016). Predict the reactants needed to synthesize the given product. Given the product [CH2:41]([N:9]([CH2:7][CH3:8])[C:10]1[CH:15]=[CH:14][C:13]([C:16]2([C:35]3[CH:40]=[CH:39][CH:38]=[CH:37][CH:36]=3)[O:21][C:20]3[C:22]4[C:27]([C:28]([O:34][S:45]([C:44]([F:57])([F:56])[F:43])(=[O:47])=[O:46])=[C:29]([C:30]([O:32][CH3:33])=[O:31])[C:19]=3[CH:18]=[CH:17]2)=[CH:26][CH:25]=[CH:24][CH:23]=4)=[CH:12][CH:11]=1)[CH3:42], predict the reactants needed to synthesize it. The reactants are: N1C=CC=CC=1.[CH2:7]([N:9]([CH2:41][CH3:42])[C:10]1[CH:15]=[CH:14][C:13]([C:16]2([C:35]3[CH:40]=[CH:39][CH:38]=[CH:37][CH:36]=3)[O:21][C:20]3[C:22]4[C:27]([C:28]([OH:34])=[C:29]([C:30]([O:32][CH3:33])=[O:31])[C:19]=3[CH:18]=[CH:17]2)=[CH:26][CH:25]=[CH:24][CH:23]=4)=[CH:12][CH:11]=1)[CH3:8].[F:43][C:44]([F:57])([F:56])[S:45](O[S:45]([C:44]([F:57])([F:56])[F:43])(=[O:47])=[O:46])(=[O:47])=[O:46].Cl.